From a dataset of Catalyst prediction with 721,799 reactions and 888 catalyst types from USPTO. Predict which catalyst facilitates the given reaction. (1) Reactant: [C:1]([CH2:3][C:4]([N:6]([C:14]1[CH:19]=[CH:18][C:17]([C:20]2([C:24]#[N:25])[CH2:23][CH2:22][CH2:21]2)=[CH:16][CH:15]=1)[CH2:7][CH2:8][C:9]([O:11]CC)=O)=[O:5])#[N:2].N12CCCN=C1CCCCC2. Product: [C:24]([C:20]1([C:17]2[CH:18]=[CH:19][C:14]([N:6]3[CH2:7][CH2:8][C:9]([OH:11])=[C:3]([C:1]#[N:2])[C:4]3=[O:5])=[CH:15][CH:16]=2)[CH2:23][CH2:22][CH2:21]1)#[N:25]. The catalyst class is: 5. (2) Reactant: [Cl:1][C:2]1[CH:3]=[C:4]([N:11]2[CH2:16][CH2:15][N:14]([CH2:17][CH3:18])[CH2:13][CH2:12]2)[CH:5]=[CH:6][C:7]=1[N+:8]([O-])=O. Product: [Cl:1][C:2]1[CH:3]=[C:4]([N:11]2[CH2:16][CH2:15][N:14]([CH2:17][CH3:18])[CH2:13][CH2:12]2)[CH:5]=[CH:6][C:7]=1[NH2:8]. The catalyst class is: 227.